Dataset: Reaction yield outcomes from USPTO patents with 853,638 reactions. Task: Predict the reaction yield, written as a fraction of the theoretical maximum amount of product (1.0 means a 100% yield; for example, 0.34 means a 34% yield). (1) The reactants are [Si:1]([O:8][C@@H:9]1[C@@:28]2([CH3:29])[C:13](=[CH:14][CH:15]=[C:16]3[C@@H:27]2[CH2:26][CH2:25][C@@:24]2([CH3:30])[C@H:17]3[CH2:18][CH:19]=[C:20]2[C@H:21]([OH:23])[CH3:22])[CH2:12][C@@H:11]([O:31][Si:32]([C:35]([CH3:38])([CH3:37])[CH3:36])([CH3:34])[CH3:33])[CH2:10]1)([C:4]([CH3:7])([CH3:6])[CH3:5])([CH3:3])[CH3:2].[H-].[Na+].C1OCCOCCOCCOCCOC1.Br[CH2:57]/[CH:58]=[CH:59]\[C:60]([CH2:71][CH3:72])([O:63][Si:64]([CH2:69][CH3:70])([CH2:67][CH3:68])[CH2:65][CH3:66])[CH2:61][CH3:62]. The catalyst is O1CCCC1. The product is [Si:1]([O:8][C@@H:9]1[C@@:28]2([CH3:29])[C:13](=[CH:14][CH:15]=[C:16]3[C@@H:27]2[CH2:26][CH2:25][C@@:24]2([CH3:30])[C@H:17]3[CH2:18][CH:19]=[C:20]2[C@H:21]([O:23][CH2:57]/[CH:58]=[CH:59]\[C:60]([CH2:71][CH3:72])([O:63][Si:64]([CH2:69][CH3:70])([CH2:65][CH3:66])[CH2:67][CH3:68])[CH2:61][CH3:62])[CH3:22])[CH2:12][C@@H:11]([O:31][Si:32]([C:35]([CH3:37])([CH3:36])[CH3:38])([CH3:33])[CH3:34])[CH2:10]1)([C:4]([CH3:7])([CH3:6])[CH3:5])([CH3:3])[CH3:2]. The yield is 0.990. (2) The reactants are Br[CH2:2][C:3]1[CH:10]=[CH:9][C:6]([CH:7]=[O:8])=[CH:5][C:4]=1[Cl:11].[C:12]1(=[O:22])[NH:16][C:15](=[O:17])[C:14]2=[CH:18][CH:19]=[CH:20][CH:21]=[C:13]12.[K]. The catalyst is CN(C=O)C.O. The product is [Cl:11][C:4]1[CH:5]=[C:6]([CH:9]=[CH:10][C:3]=1[CH2:2][N:16]1[C:12](=[O:22])[C:13]2[C:14](=[CH:18][CH:19]=[CH:20][CH:21]=2)[C:15]1=[O:17])[CH:7]=[O:8]. The yield is 0.600. (3) The reactants are [CH:1]([CH:3]=O)=O.[N+:5]([C:8]1[C:9]([NH2:15])=[C:10]([NH2:14])[CH:11]=[CH:12][CH:13]=1)([O-:7])=[O:6]. The catalyst is CCO. The product is [N+:5]([C:8]1[CH:13]=[CH:12][CH:11]=[C:10]2[C:9]=1[N:15]=[CH:1][CH:3]=[N:14]2)([O-:7])=[O:6]. The yield is 0.970. (4) The reactants are [C:1]([C:3]1[C:4]([F:26])=[C:5]([CH2:9][C:10]2[N:11]=[C:12]3[S:19][C:18]([CH3:20])=[C:17]([C:21]([O:23]CC)=[O:22])[N:13]3[C:14](=[O:16])[CH:15]=2)[CH:6]=[CH:7][CH:8]=1)#[N:2].[OH-].[Li+].Cl. The catalyst is O1CCCC1.O.ClCCl. The product is [C:1]([C:3]1[C:4]([F:26])=[C:5]([CH2:9][C:10]2[N:11]=[C:12]3[S:19][C:18]([CH3:20])=[C:17]([C:21]([OH:23])=[O:22])[N:13]3[C:14](=[O:16])[CH:15]=2)[CH:6]=[CH:7][CH:8]=1)#[N:2]. The yield is 0.240. (5) The reactants are C[O:2][C:3]1[CH:8]=[C:7]([CH2:9][CH2:10][CH3:11])[CH:6]=[CH:5][C:4]=1[O:12][C:13]1[CH:18]=[CH:17][C:16]([O:19][CH3:20])=[CH:15][CH:14]=1.B(Br)(Br)Br. No catalyst specified. The product is [CH3:20][O:19][C:16]1[CH:17]=[CH:18][C:13]([O:12][C:4]2[CH:5]=[CH:6][C:7]([CH2:9][CH2:10][CH3:11])=[CH:8][C:3]=2[OH:2])=[CH:14][CH:15]=1. The yield is 0.320.